This data is from Catalyst prediction with 721,799 reactions and 888 catalyst types from USPTO. The task is: Predict which catalyst facilitates the given reaction. (1) Reactant: CC(C)([O-])C.[K+].[N+:7]([C:10]1[CH:15]=[CH:14][C:13]([O:16][CH3:17])=[CH:12][CH:11]=1)([O-:9])=[O:8].ClC1C=CC(O[CH2:24][C:25]#[N:26])=CC=1.Cl. Product: [CH3:17][O:16][C:13]1[CH:14]=[CH:15][C:10]([N+:7]([O-:9])=[O:8])=[C:11]([CH2:24][C:25]#[N:26])[CH:12]=1. The catalyst class is: 3. (2) Reactant: C([O:7][CH2:8][C:9]([F:15])([F:14])[S:10]([O-:13])(=[O:12])=[O:11])(=O)C(C)(C)C.[C:16]1([S+:22]([C:29]2[CH:34]=[CH:33][CH:32]=[CH:31][CH:30]=2)[C:23]2[CH:28]=[CH:27][CH:26]=[CH:25][CH:24]=2)[CH:21]=[CH:20][CH:19]=[CH:18][CH:17]=1.C[O-].[Na+].Cl. Product: [F:14][C:9]([F:15])([S:10]([O-:13])(=[O:12])=[O:11])[CH2:8][OH:7].[C:29]1([S+:22]([C:16]2[CH:17]=[CH:18][CH:19]=[CH:20][CH:21]=2)[C:23]2[CH:28]=[CH:27][CH:26]=[CH:25][CH:24]=2)[CH:30]=[CH:31][CH:32]=[CH:33][CH:34]=1. The catalyst class is: 5. (3) Reactant: C[N:2]([CH:4]=[C:5]1[CH2:11][CH2:10][CH2:9][C:8]2[CH:12]=[C:13]([N:17]3[CH2:21][C@H:20]([CH2:22][NH:23][C:24](=[O:26])[CH3:25])[O:19][C:18]3=[O:27])[CH:14]=[C:15]([F:16])[C:7]=2[C:6]1=[O:28])C.O.Cl.NO.C([O-])([O-])=O.[Na+].[Na+]. Product: [F:16][C:15]1[C:7]2[C:6]3[O:28][N:2]=[CH:4][C:5]=3[CH2:11][CH2:10][CH2:9][C:8]=2[CH:12]=[C:13]([N:17]2[CH2:21][C@H:20]([CH2:22][NH:23][C:24](=[O:26])[CH3:25])[O:19][C:18]2=[O:27])[CH:14]=1. The catalyst class is: 130. (4) Reactant: [N+:1]([C:4]1[CH:9]=[CH:8][C:7]([C:10]2[C:15]([F:16])=[C:14]([F:17])[C:13]([F:18])=[C:12]([F:19])[C:11]=2[F:20])=[CH:6][CH:5]=1)([O-])=O. Product: [NH2:1][C:4]1[CH:9]=[CH:8][C:7]([C:10]2[C:11]([F:20])=[C:12]([F:19])[C:13]([F:18])=[C:14]([F:17])[C:15]=2[F:16])=[CH:6][CH:5]=1. The catalyst class is: 29. (5) Reactant: Cl[C:2]1[C:7]([Cl:8])=[CH:6][CH:5]=[CH:4][N:3]=1.O[CH:10]1[CH2:15][NH:14][CH2:13][CH2:12][CH2:11]1.[OH2:16]. Product: [Cl:8][C:7]1[C:2]([N:14]2[CH2:13][CH2:12][CH:11]([OH:16])[CH2:10][CH2:15]2)=[N:3][CH:4]=[CH:5][CH:6]=1. The catalyst class is: 16.